Dataset: NCI-60 drug combinations with 297,098 pairs across 59 cell lines. Task: Regression. Given two drug SMILES strings and cell line genomic features, predict the synergy score measuring deviation from expected non-interaction effect. (1) Drug 1: C1CCC(CC1)NC(=O)N(CCCl)N=O. Drug 2: CC(C1=C(C=CC(=C1Cl)F)Cl)OC2=C(N=CC(=C2)C3=CN(N=C3)C4CCNCC4)N. Cell line: OVCAR-5. Synergy scores: CSS=11.8, Synergy_ZIP=-2.32, Synergy_Bliss=3.75, Synergy_Loewe=-1.41, Synergy_HSA=2.92. (2) Drug 1: CNC(=O)C1=CC=CC=C1SC2=CC3=C(C=C2)C(=NN3)C=CC4=CC=CC=N4. Drug 2: CC1=C2C(C(=O)C3(C(CC4C(C3C(C(C2(C)C)(CC1OC(=O)C(C(C5=CC=CC=C5)NC(=O)OC(C)(C)C)O)O)OC(=O)C6=CC=CC=C6)(CO4)OC(=O)C)O)C)O. Cell line: M14. Synergy scores: CSS=30.2, Synergy_ZIP=5.36, Synergy_Bliss=6.70, Synergy_Loewe=-39.6, Synergy_HSA=3.42. (3) Drug 1: C1=C(C(=O)NC(=O)N1)F. Drug 2: CC1C(C(CC(O1)OC2CC(CC3=C2C(=C4C(=C3O)C(=O)C5=C(C4=O)C(=CC=C5)OC)O)(C(=O)CO)O)N)O.Cl. Cell line: SNB-75. Synergy scores: CSS=58.2, Synergy_ZIP=2.23, Synergy_Bliss=3.10, Synergy_Loewe=6.52, Synergy_HSA=7.61. (4) Drug 1: CC1=C2C(C(=O)C3(C(CC4C(C3C(C(C2(C)C)(CC1OC(=O)C(C(C5=CC=CC=C5)NC(=O)C6=CC=CC=C6)O)O)OC(=O)C7=CC=CC=C7)(CO4)OC(=O)C)O)C)OC(=O)C. Drug 2: C1=CC=C(C(=C1)C(C2=CC=C(C=C2)Cl)C(Cl)Cl)Cl. Cell line: KM12. Synergy scores: CSS=1.43, Synergy_ZIP=3.31, Synergy_Bliss=6.89, Synergy_Loewe=0.986, Synergy_HSA=0.0555. (5) Drug 1: C1CCN(CC1)CCOC2=CC=C(C=C2)C(=O)C3=C(SC4=C3C=CC(=C4)O)C5=CC=C(C=C5)O. Drug 2: C1CCC(C(C1)N)N.C(=O)(C(=O)[O-])[O-].[Pt+4]. Cell line: KM12. Synergy scores: CSS=0.635, Synergy_ZIP=3.68, Synergy_Bliss=-1.40, Synergy_Loewe=-9.43, Synergy_HSA=-6.89. (6) Drug 1: CC(C1=C(C=CC(=C1Cl)F)Cl)OC2=C(N=CC(=C2)C3=CN(N=C3)C4CCNCC4)N. Drug 2: CC1C(C(CC(O1)OC2CC(CC3=C2C(=C4C(=C3O)C(=O)C5=C(C4=O)C(=CC=C5)OC)O)(C(=O)CO)O)N)O.Cl. Cell line: HOP-62. Synergy scores: CSS=36.1, Synergy_ZIP=-0.432, Synergy_Bliss=-0.553, Synergy_Loewe=-19.4, Synergy_HSA=-1.36. (7) Drug 1: CC1C(C(CC(O1)OC2CC(CC3=C2C(=C4C(=C3O)C(=O)C5=C(C4=O)C(=CC=C5)OC)O)(C(=O)C)O)N)O.Cl. Synergy scores: CSS=29.5, Synergy_ZIP=-2.98, Synergy_Bliss=4.68, Synergy_Loewe=1.88, Synergy_HSA=2.08. Drug 2: CC1=C(N=C(N=C1N)C(CC(=O)N)NCC(C(=O)N)N)C(=O)NC(C(C2=CN=CN2)OC3C(C(C(C(O3)CO)O)O)OC4C(C(C(C(O4)CO)O)OC(=O)N)O)C(=O)NC(C)C(C(C)C(=O)NC(C(C)O)C(=O)NCCC5=NC(=CS5)C6=NC(=CS6)C(=O)NCCC[S+](C)C)O. Cell line: SK-MEL-28. (8) Drug 1: C1=CC=C(C=C1)NC(=O)CCCCCCC(=O)NO. Drug 2: CS(=O)(=O)CCNCC1=CC=C(O1)C2=CC3=C(C=C2)N=CN=C3NC4=CC(=C(C=C4)OCC5=CC(=CC=C5)F)Cl. Cell line: MDA-MB-435. Synergy scores: CSS=3.65, Synergy_ZIP=0.0445, Synergy_Bliss=-0.478, Synergy_Loewe=-7.45, Synergy_HSA=-3.88.